Task: Predict the product of the given reaction.. Dataset: Forward reaction prediction with 1.9M reactions from USPTO patents (1976-2016) (1) Given the reactants [Na].[OH:2][C:3]1[CH:4]=[N:5][CH:6]=[CH:7][CH:8]=1.[CH2:9]([O:11][C:12](=[O:21])[CH:13](Br)[C:14]1[CH:15]=[N:16][CH:17]=[CH:18][CH:19]=1)[CH3:10], predict the reaction product. The product is: [CH2:9]([O:11][C:12](=[O:21])[CH:13]([C:14]1[CH:15]=[N:16][CH:17]=[CH:18][CH:19]=1)[O:2][C:3]1[CH:4]=[N:5][CH:6]=[CH:7][CH:8]=1)[CH3:10]. (2) Given the reactants [CH2:1]([C:4]1[S:29][C:7]2[N:8]=[C:9]([O:25][CH2:26][CH2:27][NH2:28])[N:10]=[C:11]([N:12]3[CH2:17][CH2:16][N:15]4[C:18]([C:21]([F:24])([F:23])[F:22])=[N:19][N:20]=[C:14]4[CH2:13]3)[C:6]=2[CH:5]=1)[CH2:2][CH3:3].[S:30]([CH2:34][CH2:35][CH2:36][C:37](O)=[O:38])(=[O:33])(=[O:32])[NH2:31], predict the reaction product. The product is: [CH2:1]([C:4]1[S:29][C:7]2[N:8]=[C:9]([O:25][CH2:26][CH2:27][NH:28][C:37](=[O:38])[CH2:36][CH2:35][CH2:34][S:30](=[O:33])(=[O:32])[NH2:31])[N:10]=[C:11]([N:12]3[CH2:17][CH2:16][N:15]4[C:18]([C:21]([F:22])([F:24])[F:23])=[N:19][N:20]=[C:14]4[CH2:13]3)[C:6]=2[CH:5]=1)[CH2:2][CH3:3]. (3) Given the reactants Br[C:2]1[CH:3]=[C:4]2[C:10]([C:11]([C:13]3[C:14]([F:30])=[C:15]([NH:19][S:20]([C:23]4[CH:28]=[CH:27][CH:26]=[CH:25][C:24]=4[F:29])(=[O:22])=[O:21])[CH:16]=[CH:17][CH:18]=3)=[O:12])=[CH:9][NH:8][C:5]2=[N:6][CH:7]=1.[CH3:31][O:32][C:33]1[N:38]=[CH:37][C:36](B2OC(C)(C)C(C)(C)O2)=[CH:35][N:34]=1.C(=O)([O-])[O-].[K+].[K+], predict the reaction product. The product is: [F:29][C:24]1[CH:25]=[CH:26][CH:27]=[CH:28][C:23]=1[S:20]([NH:19][C:15]1[CH:16]=[CH:17][CH:18]=[C:13]([C:11]([C:10]2[C:4]3[C:5](=[N:6][CH:7]=[C:2]([C:36]4[CH:35]=[N:34][C:33]([O:32][CH3:31])=[N:38][CH:37]=4)[CH:3]=3)[NH:8][CH:9]=2)=[O:12])[C:14]=1[F:30])(=[O:22])=[O:21]. (4) Given the reactants [CH3:1][C:2]1[CH:7]=[CH:6][CH:5]=[C:4]([CH3:8])[C:3]=1[CH2:9][S:10]([C:13]1[CH:14]=[C:15]2[C:19](=[CH:20][CH:21]=1)[NH:18][C:17](=[O:22])/[C:16]/2=[CH:23]\[C:24]1[NH:28][C:27]([CH3:29])=[C:26]([C:30]([OH:32])=O)[C:25]=1[CH3:33])(=[O:12])=[O:11].[NH:34]1[CH2:39][CH2:38][O:37][CH2:36][CH2:35]1.C1C=CC2N(O)N=NC=2C=1.CCN=C=NCCCN(C)C.Cl, predict the reaction product. The product is: [CH3:33][C:25]1[C:26]([C:30]([N:34]2[CH2:39][CH2:38][O:37][CH2:36][CH2:35]2)=[O:32])=[C:27]([CH3:29])[NH:28][C:24]=1/[CH:23]=[C:16]1\[C:17](=[O:22])[NH:18][C:19]2[C:15]\1=[CH:14][C:13]([S:10]([CH2:9][C:3]1[C:4]([CH3:8])=[CH:5][CH:6]=[CH:7][C:2]=1[CH3:1])(=[O:12])=[O:11])=[CH:21][CH:20]=2. (5) Given the reactants C([NH:4][C:5]1[C:14]([Cl:15])=[CH:13][C:8]([C:9]([O:11]C)=[O:10])=[C:7]([O:16][CH3:17])[CH:6]=1)(=O)C.[OH-].[K+].Cl, predict the reaction product. The product is: [NH2:4][C:5]1[C:14]([Cl:15])=[CH:13][C:8]([C:9]([OH:11])=[O:10])=[C:7]([O:16][CH3:17])[CH:6]=1. (6) Given the reactants [CH3:1][C:2]1[CH2:7][CH2:6][CH2:5][CH:4]([CH3:8])[CH:3]=1.C[C@@]12[C@@H:17]([C:18]([O:20]CC)=[O:19])C1C[C@@H]1[C@@H](C1(C)C)C2, predict the reaction product. The product is: [CH3:1][C:2]12[CH:17]([C:18]([OH:20])=[O:19])[CH:3]1[CH:4]([CH3:8])[CH2:5][CH2:6][CH2:7]2. (7) Given the reactants [CH3:1][N:2]1[C:7](=[O:8])[C:6]2[C:9]([C:22]([OH:24])=O)=[C:10]([CH2:12][C:13]3[C:21]4[C:16](=[N:17][CH:18]=[CH:19][CH:20]=4)[NH:15][CH:14]=3)[S:11][C:5]=2[N:4]([CH2:25][CH:26]([CH3:28])[CH3:27])[C:3]1=[O:29].[OH:30][C@@H:31]1[CH2:35][O:34][NH:33][CH2:32]1, predict the reaction product. The product is: [OH:30][CH:31]1[CH2:35][O:34][N:33]([C:22]([C:9]2[C:6]3[C:7](=[O:8])[N:2]([CH3:1])[C:3](=[O:29])[N:4]([CH2:25][CH:26]([CH3:28])[CH3:27])[C:5]=3[S:11][C:10]=2[CH2:12][C:13]2[C:21]3[C:16](=[N:17][CH:18]=[CH:19][CH:20]=3)[NH:15][CH:14]=2)=[O:24])[CH2:32]1.